Dataset: Forward reaction prediction with 1.9M reactions from USPTO patents (1976-2016). Task: Predict the product of the given reaction. (1) Given the reactants [Cl:1][C:2]1[CH:3]=[C:4]([SH:11])[C:5](=[CH:9][CH:10]=1)[C:6]([OH:8])=O.[C:12]([C:14]1[CH:19]=[C:18]([CH2:20][CH2:21][C:22]([O:24][C:25]([CH3:28])([CH3:27])[CH3:26])=[O:23])[CH:17]=[CH:16][N:15]=1)#[N:13], predict the reaction product. The product is: [Cl:1][C:2]1[CH:10]=[CH:9][C:5]2[C:6](=[O:8])[N:13]=[C:12]([C:14]3[CH:19]=[C:18]([CH2:20][CH2:21][C:22]([O:24][C:25]([CH3:28])([CH3:27])[CH3:26])=[O:23])[CH:17]=[CH:16][N:15]=3)[S:11][C:4]=2[CH:3]=1. (2) Given the reactants C(NC(C)C)(C)C.[Li]CCCC.[Li+].CC([N-]C(C)C)C.[Cl:21][C:22]1[CH:31]=[CH:30][C:29]2[C:24](=[CH:25][CH:26]=[CH:27][C:28]=2[Cl:32])[N:23]=1.[B:33](OC)([O:36]C)[O:34]C, predict the reaction product. The product is: [Cl:21][C:22]1[C:31]([B:33]([OH:36])[OH:34])=[CH:30][C:29]2[C:24](=[CH:25][CH:26]=[CH:27][C:28]=2[Cl:32])[N:23]=1. (3) Given the reactants [F:1][C:2]1[CH:7]=[CH:6][CH:5]=[CH:4][C:3]=1[N:8]1[CH2:13][CH2:12][N:11]([CH2:14][CH2:15][NH2:16])[CH2:10][CH2:9]1.[CH:17]1([C:23]2[CH:28]=[CH:27][C:26]([C:29]3[N:33]([C:34]4[CH:39]=[CH:38][CH:37]=[CH:36][CH:35]=4)[N:32]=[C:31]([CH:40]=O)[CH:30]=3)=[CH:25][CH:24]=2)[CH2:22][CH2:21][CH2:20][CH2:19][CH2:18]1, predict the reaction product. The product is: [CH:17]1([C:23]2[CH:28]=[CH:27][C:26]([C:29]3[N:33]([C:34]4[CH:39]=[CH:38][CH:37]=[CH:36][CH:35]=4)[N:32]=[C:31]([CH2:40][NH:16][CH2:15][CH2:14][N:11]4[CH2:10][CH2:9][N:8]([C:3]5[CH:4]=[CH:5][CH:6]=[CH:7][C:2]=5[F:1])[CH2:13][CH2:12]4)[CH:30]=3)=[CH:25][CH:24]=2)[CH2:18][CH2:19][CH2:20][CH2:21][CH2:22]1. (4) Given the reactants C([O:4][CH2:5][C@@H:6]1[CH2:11][CH2:10][C@H:9]([C:12]2[N:16]3[CH:17]=[CH:18][N:19]=[C:20]([NH:21][CH2:22][C:23]4[CH:28]=[CH:27][C:26]([O:29][CH3:30])=[CH:25][C:24]=4[O:31][CH3:32])[C:15]3=[C:14]([C:33]3[CH:38]=[CH:37][C:36]([C:39](=[O:51])[NH:40][C:41]4[CH:46]=[C:45]([C:47]([F:50])([F:49])[F:48])[CH:44]=[CH:43][N:42]=4)=[CH:35][CH:34]=3)[N:13]=2)[CH2:8][NH:7]1)(=O)C.C[O-].[Na+].[NH4+].[Cl-], predict the reaction product. The product is: [CH3:32][O:31][C:24]1[CH:25]=[C:26]([O:29][CH3:30])[CH:27]=[CH:28][C:23]=1[CH2:22][NH:21][C:20]1[C:15]2[N:16]([C:12]([C@H:9]3[CH2:10][CH2:11][C@@H:6]([CH2:5][OH:4])[NH:7][CH2:8]3)=[N:13][C:14]=2[C:33]2[CH:34]=[CH:35][C:36]([C:39]([NH:40][C:41]3[CH:46]=[C:45]([C:47]([F:49])([F:50])[F:48])[CH:44]=[CH:43][N:42]=3)=[O:51])=[CH:37][CH:38]=2)[CH:17]=[CH:18][N:19]=1.